This data is from NCI-60 drug combinations with 297,098 pairs across 59 cell lines. The task is: Regression. Given two drug SMILES strings and cell line genomic features, predict the synergy score measuring deviation from expected non-interaction effect. (1) Drug 1: C1CC(=O)NC(=O)C1N2CC3=C(C2=O)C=CC=C3N. Drug 2: CC1C(C(=O)NC(C(=O)N2CCCC2C(=O)N(CC(=O)N(C(C(=O)O1)C(C)C)C)C)C(C)C)NC(=O)C3=C4C(=C(C=C3)C)OC5=C(C(=O)C(=C(C5=N4)C(=O)NC6C(OC(=O)C(N(C(=O)CN(C(=O)C7CCCN7C(=O)C(NC6=O)C(C)C)C)C)C(C)C)C)N)C. Cell line: SK-MEL-2. Synergy scores: CSS=10.3, Synergy_ZIP=6.19, Synergy_Bliss=13.2, Synergy_Loewe=9.83, Synergy_HSA=11.3. (2) Drug 1: CS(=O)(=O)C1=CC(=C(C=C1)C(=O)NC2=CC(=C(C=C2)Cl)C3=CC=CC=N3)Cl. Drug 2: C#CCC(CC1=CN=C2C(=N1)C(=NC(=N2)N)N)C3=CC=C(C=C3)C(=O)NC(CCC(=O)O)C(=O)O. Cell line: HCT-15. Synergy scores: CSS=2.39, Synergy_ZIP=-2.39, Synergy_Bliss=0.441, Synergy_Loewe=0.0731, Synergy_HSA=-0.235. (3) Drug 2: B(C(CC(C)C)NC(=O)C(CC1=CC=CC=C1)NC(=O)C2=NC=CN=C2)(O)O. Cell line: HOP-92. Drug 1: C1=CC=C(C(=C1)C(C2=CC=C(C=C2)Cl)C(Cl)Cl)Cl. Synergy scores: CSS=38.8, Synergy_ZIP=2.07, Synergy_Bliss=2.48, Synergy_Loewe=-65.2, Synergy_HSA=0.126. (4) Drug 1: CN1CCC(CC1)COC2=C(C=C3C(=C2)N=CN=C3NC4=C(C=C(C=C4)Br)F)OC. Drug 2: CC1=C(C(=O)C2=C(C1=O)N3CC4C(C3(C2COC(=O)N)OC)N4)N. Cell line: K-562. Synergy scores: CSS=37.6, Synergy_ZIP=-1.81, Synergy_Bliss=-4.47, Synergy_Loewe=-14.9, Synergy_HSA=-3.56. (5) Drug 1: CC1=C(N=C(N=C1N)C(CC(=O)N)NCC(C(=O)N)N)C(=O)NC(C(C2=CN=CN2)OC3C(C(C(C(O3)CO)O)O)OC4C(C(C(C(O4)CO)O)OC(=O)N)O)C(=O)NC(C)C(C(C)C(=O)NC(C(C)O)C(=O)NCCC5=NC(=CS5)C6=NC(=CS6)C(=O)NCCC[S+](C)C)O. Drug 2: CCC1(CC2CC(C3=C(CCN(C2)C1)C4=CC=CC=C4N3)(C5=C(C=C6C(=C5)C78CCN9C7C(C=CC9)(C(C(C8N6C)(C(=O)OC)O)OC(=O)C)CC)OC)C(=O)OC)O.OS(=O)(=O)O. Cell line: SF-268. Synergy scores: CSS=40.8, Synergy_ZIP=0.889, Synergy_Bliss=0.826, Synergy_Loewe=-1.22, Synergy_HSA=0.0198. (6) Drug 1: CC1=C(C(=O)C2=C(C1=O)N3CC4C(C3(C2COC(=O)N)OC)N4)N. Drug 2: CC1(CCCN1)C2=NC3=C(C=CC=C3N2)C(=O)N. Cell line: OVCAR3. Synergy scores: CSS=29.3, Synergy_ZIP=-0.0355, Synergy_Bliss=1.86, Synergy_Loewe=0.275, Synergy_HSA=4.47.